This data is from Catalyst prediction with 721,799 reactions and 888 catalyst types from USPTO. The task is: Predict which catalyst facilitates the given reaction. (1) Product: [CH2:3]([O:5][C:6]([C:7]1[C:8]([OH:9])=[N:10][C:11]2[C:12]([C:18]=1[CH2:19][C:20]1[CH:25]=[CH:24][CH:23]=[CH:22][C:21]=1[Cl:26])=[CH:13][C:14]([Cl:17])=[CH:15][CH:16]=2)=[O:27])[CH3:4]. The catalyst class is: 148. Reactant: [H-].[Na+].[CH2:3]([O:5][C:6](=[O:27])[CH2:7][C:8]([NH:10][C:11]1[CH:16]=[CH:15][C:14]([Cl:17])=[CH:13][C:12]=1[C:18]#[C:19][C:20]1[CH:25]=[CH:24][CH:23]=[CH:22][C:21]=1[Cl:26])=[O:9])[CH3:4]. (2) Reactant: C(=O)([O-])[O-].[Na+].[Na+].Br[C:8]1[CH:13]=[CH:12][CH:11]=[CH:10][C:9]=1[Br:14].[Cl:15][C:16]1[CH:21]=[CH:20][C:19](B(O)O)=[CH:18][CH:17]=1. Product: [Br:14][C:9]1[CH:10]=[CH:11][CH:12]=[CH:13][C:8]=1[C:19]1[CH:20]=[CH:21][C:16]([Cl:15])=[CH:17][CH:18]=1. The catalyst class is: 398. (3) Reactant: [F:1][C:2]1[CH:3]=[CH:4][C:5]([O:10][C:11]2[CH:12]=[C:13]3[C:17](=[CH:18][CH:19]=2)[N:16]([CH3:20])[N:15]=[CH:14]3)=[C:6]([CH:9]=1)[C:7]#[N:8].[ClH:21]. Product: [ClH:21].[F:1][C:2]1[CH:3]=[CH:4][C:5]([O:10][C:11]2[CH:12]=[C:13]3[C:17](=[CH:18][CH:19]=2)[N:16]([CH3:20])[N:15]=[CH:14]3)=[C:6]([CH:9]=1)[CH2:7][NH2:8]. The catalyst class is: 105. (4) Reactant: [N:1]([CH2:4][C@@H:5]1[C@@H:22]([C@@:23]2([CH3:46])[CH2:28][CH2:27][C@H:26]([O:29][Si:30]([C:33]([CH3:36])([CH3:35])[CH3:34])([CH3:32])[CH3:31])[CH2:25][C@@H:24]2[CH2:37][O:38][Si:39]([C:42]([CH3:45])([CH3:44])[CH3:43])([CH3:41])[CH3:40])[CH2:21][CH2:20][C@@:19]2([CH3:47])[C@H:6]1[CH2:7][C@H:8]1[C@@H:18]2[C@H:17]([CH3:48])[C@@:10]2([CH2:15][CH2:14][C@@H:13]([CH3:16])[CH2:12][O:11]2)[O:9]1)=[N+]=[N-]. Product: [Si:30]([O:29][C@H:26]1[CH2:27][CH2:28][C@@:23]([C@H:22]2[CH2:21][CH2:20][C@@:19]3([CH3:47])[C@@H:6]([CH2:7][C@H:8]4[C@@H:18]3[C@H:17]([CH3:48])[C@@:10]3([CH2:15][CH2:14][C@@H:13]([CH3:16])[CH2:12][O:11]3)[O:9]4)[C@@H:5]2[CH2:4][NH2:1])([CH3:46])[C@@H:24]([CH2:37][O:38][Si:39]([C:42]([CH3:44])([CH3:43])[CH3:45])([CH3:40])[CH3:41])[CH2:25]1)([C:33]([CH3:34])([CH3:35])[CH3:36])([CH3:31])[CH3:32]. The catalyst class is: 99. (5) Reactant: Cl.[Cl:2][C:3]1[CH:26]=[CH:25][C:6]2[N:7]3[C:11]([CH2:12][NH:13][CH2:14][C:5]=2[CH:4]=1)=[N:10][N:9]=[C:8]3[C@H:15]1[CH2:20][CH2:19][C@H:18]([O:21][CH:22]([CH3:24])[CH3:23])[CH2:17][CH2:16]1.C(N(CC)CC)C.[CH3:34][N:35]([CH3:40])[S:36](Cl)(=[O:38])=[O:37]. Product: [CH3:34][N:35]([CH3:40])[S:36]([N:13]1[CH2:14][C:5]2[CH:4]=[C:3]([Cl:2])[CH:26]=[CH:25][C:6]=2[N:7]2[C:11](=[N:10][N:9]=[C:8]2[C@H:15]2[CH2:16][CH2:17][C@H:18]([O:21][CH:22]([CH3:24])[CH3:23])[CH2:19][CH2:20]2)[CH2:12]1)(=[O:38])=[O:37]. The catalyst class is: 4. (6) Reactant: [CH:1]([S:3]([CH:6]=[CH2:7])(=[O:5])=[O:4])=[CH2:2].[CH2:8](N(CC)CC)C.[NH2:15][CH2:16][CH2:17][CH2:18][NH:19][C@:20]12[CH2:55][CH2:54][C@@H:53]([C:56]([CH3:58])=[CH2:57])[C@@H:21]1[C@@H:22]1[C@@:35]([CH3:38])([CH2:36][CH2:37]2)[C@@:34]2([CH3:39])[C@@H:25]([C@:26]3([CH3:52])[C@@H:31]([CH2:32][CH2:33]2)[C:30]([CH3:41])([CH3:40])[C:29]([C:42]2[CH:51]=[CH:50][C:45]([C:46]([O:48]C)=[O:47])=[CH:44][CH:43]=2)=[CH:28][CH2:27]3)[CH2:24][CH2:23]1. Product: [CH3:8][C:50]1[CH:51]=[C:42]([C:29]2[C:30]([CH3:40])([CH3:41])[C@H:31]3[C@:26]([CH3:52])([CH2:27][CH:28]=2)[C@@H:25]2[C@:34]([CH3:39])([C@@:35]4([CH3:38])[C@H:22]([CH2:23][CH2:24]2)[C@H:21]2[C@H:53]([C:56]([CH3:58])=[CH2:57])[CH2:54][CH2:55][C@:20]2([NH:19][CH2:18][CH2:17][CH2:16][N:15]2[CH2:7][CH2:6][S:3](=[O:5])(=[O:4])[CH2:1][CH2:2]2)[CH2:37][CH2:36]4)[CH2:33][CH2:32]3)[CH:43]=[CH:44][C:45]=1[C:46]([OH:48])=[O:47]. The catalyst class is: 14. (7) Reactant: O1[C:5]2([CH2:10][CH2:9][CH:8]([NH:11][C:12]3[C:17]([N+:18]([O-:20])=[O:19])=[CH:16][N:15]=[C:14]4[CH:21]=[CH:22][S:23][C:13]=34)[CH2:7][CH2:6]2)[O:4]CC1.Cl.O.[OH-].[Na+]. Product: [N+:18]([C:17]1[C:12]([NH:11][CH:8]2[CH2:7][CH2:6][C:5](=[O:4])[CH2:10][CH2:9]2)=[C:13]2[S:23][CH:22]=[CH:21][C:14]2=[N:15][CH:16]=1)([O-:20])=[O:19]. The catalyst class is: 21. (8) Product: [ClH:43].[ClH:43].[C:1]([N:4]1[C:13]2[C:8](=[CH:9][C:10]([C:14]3[CH:15]=[CH:16][C:17]([CH2:20][NH:21][CH:22]4[CH2:27][CH2:26][NH:25][CH2:24][CH2:23]4)=[CH:18][CH:19]=3)=[CH:11][CH:12]=2)[C@H:7]([NH:35][C:36](=[O:37])[O:38][CH:39]([CH3:40])[CH3:41])[CH2:6][C@@H:5]1[CH3:42])(=[O:3])[CH3:2]. Reactant: [C:1]([N:4]1[C:13]2[C:8](=[CH:9][C:10]([C:14]3[CH:19]=[CH:18][C:17]([CH2:20][NH:21][CH:22]4[CH2:27][CH2:26][N:25](C(OC(C)(C)C)=O)[CH2:24][CH2:23]4)=[CH:16][CH:15]=3)=[CH:11][CH:12]=2)[C@H:7]([NH:35][C:36]([O:38][CH:39]([CH3:41])[CH3:40])=[O:37])[CH2:6][C@@H:5]1[CH3:42])(=[O:3])[CH3:2].[ClH:43]. The catalyst class is: 5.